From a dataset of TCR-epitope binding with 47,182 pairs between 192 epitopes and 23,139 TCRs. Binary Classification. Given a T-cell receptor sequence (or CDR3 region) and an epitope sequence, predict whether binding occurs between them. The epitope is FPPTSFGPL. The TCR CDR3 sequence is CSVGGTGTYGYTF. Result: 0 (the TCR does not bind to the epitope).